Regression/Classification. Given a drug SMILES string, predict its absorption, distribution, metabolism, or excretion properties. Task type varies by dataset: regression for continuous measurements (e.g., permeability, clearance, half-life) or binary classification for categorical outcomes (e.g., BBB penetration, CYP inhibition). Dataset: cyp2c9_veith. From a dataset of CYP2C9 inhibition data for predicting drug metabolism from PubChem BioAssay. (1) The result is 1 (inhibitor). The drug is CCOC(=O)Cc1c(C)nc2c(C#N)c[nH]n2c1=O. (2) The drug is CCN(CC)C(=O)CSc1nc(O)cc(=O)n1CC. The result is 0 (non-inhibitor). (3) The drug is CC(=O)NCCNc1nc(-c2ccccc2C(F)(F)F)nc2ccccc12. The result is 0 (non-inhibitor). (4) The compound is CCCCCCCCCn1cc(C(C)=O)c(=O)[nH]c1=O. The result is 0 (non-inhibitor). (5) The drug is Cc1noc(C)c1C(=O)N1CCC2(CCN(Cc3cc(C(F)(F)F)cc(C(F)(F)F)c3)CC2)CC1. The result is 0 (non-inhibitor). (6) The drug is CCCn1nnc(NC(=O)c2cccc(Cl)c2)n1. The result is 0 (non-inhibitor).